From a dataset of Peptide-MHC class II binding affinity with 134,281 pairs from IEDB. Regression. Given a peptide amino acid sequence and an MHC pseudo amino acid sequence, predict their binding affinity value. This is MHC class II binding data. (1) The peptide sequence is SQDLHLSWNLNGLQAY. The MHC is DRB1_0802 with pseudo-sequence DRB1_0802. The binding affinity (normalized) is 0.332. (2) The peptide sequence is VADAYITLVTLPKSS. The MHC is DRB5_0101 with pseudo-sequence DRB5_0101. The binding affinity (normalized) is 0.805. (3) The peptide sequence is SGDVLWDIPTPKIIE. The binding affinity (normalized) is 0.326. The MHC is HLA-DQA10501-DQB10402 with pseudo-sequence HLA-DQA10501-DQB10402. (4) The peptide sequence is SSSSSLLAMAVLAAL. The MHC is DRB1_0301 with pseudo-sequence DRB1_0301. The binding affinity (normalized) is 0.0766. (5) The peptide sequence is PLTHTIGTSVEESEM. The MHC is DRB1_0901 with pseudo-sequence DRB1_0901. The binding affinity (normalized) is 0.561.